Dataset: Experimentally validated miRNA-target interactions with 360,000+ pairs, plus equal number of negative samples. Task: Binary Classification. Given a miRNA mature sequence and a target amino acid sequence, predict their likelihood of interaction. (1) The miRNA is hsa-miR-4524a-5p with sequence AUAGCAGCAUGAACCUGUCUCA. The protein sequence of the target gene is MEALGPGPPASLFQPPRRPGLGTVGKPIRLLANHFQVQIPKIDVYHYDVDIKPEKRPRRVNREVVDTMVRHFKMQIFGDRQPGYDGKRNMYTAHPLPIGRDRVDMEVTLPGEGKDQTFKVSVQWVSVVSLQLLLEALAGHLNEVPDDSVQALDVITRHLPSMRYTPVGRSFFSPPEGYYHPLGGGREVWFGFHQSVRPAMWNMMLNIDVSATAFYRAQPIIEFMCEVLDIQNINEQTKPLTDSQRVKFTKEIRGLKVEVTHCGQMKRKYRVCNVTRRPASHQTFPLQLENGQAMECTVAQ.... Result: 0 (no interaction). (2) Result: 0 (no interaction). The miRNA is hsa-miR-650 with sequence AGGAGGCAGCGCUCUCAGGAC. The protein sequence of the target gene is MSFFGFGQSVEVEILLNDAESRKRAEHKTEDGKKEKYFLFYDGETVSGKVSLSLKNPNKRLEHQGIKIEFIGQIELYYDRGNHHEFVSLVKDLARPGEITQSQAFDFEFTHVEKPYESYTGQNVKLRYFLRATISRRLNDVVKEMDIVVHTLSTYPELNSSIKMEVGIEDCLHIEFEYNKSKYHLKDVIVGKIYFLLVRIKIKHMEIDIIKRETTGTGPNVYHENDTIAKYEIMDGAPVRGESIPIRLFLAGYELTPTMRDINKKFSVRYYLNLVLIDEEERRYFKQQEVVLWRKGDIVR.... (3) The protein sequence of the target gene is MWRAKLRRGTCEPAVKGSPSACYSPSSPVQVLEDSTYFSPDFQLYSGRHETSALTVEATSSIREKVVEDPLCNFHSPNFLRISEVEMRGSEDAAAGTVLQRLIQEQLRYGTPTENMNLLAIQHQATGSAGPAHPTNNFSSTENLTQEDPQMVYQSARQEPQGQEHQVDNTVMEKQVRSTQPQQNNEELPTYEEAKAQSQFFRGQQQQQQQQGAVGHGYYMAGGTSQKSRTEGRPTVNRANSGQAHKDEALKELKQGHVRSLSERIMQLSLERNGAKQHLPGSGNGKGFKVGGGPSPAQPA.... The miRNA is ath-miR1888a with sequence UAAGUUAAGAUUUGUGAAGAA. Result: 0 (no interaction). (4) The miRNA is hsa-miR-15a-5p with sequence UAGCAGCACAUAAUGGUUUGUG. The protein sequence of the target gene is MKSCGVSLATAAAAAAAAAFGDEEKKMAAGKASGESEEASPSLTAEEREALGGLDSRLFGFVRFHEDGARMKALLGKAVRCYESLILKAEGKVESDFFCQLGHFNLLLEDYPKALSAYQRYYSLQSDYWKNAAFLYGLGLVYFHYNAFQWAIKAFQEVLYVDPSFCRAKEIHLRLGLMFKVNTDYESSLKHFQLALVDCNPCTLSNAEIQFHIAHLYETQRKYHSAKEAYEQLLQTENLSAQVKATILQQLGWMHHTVDLLGDKATKESYAIQYLQKSLEADPNSGQSWYFLGRCYSSIG.... Result: 0 (no interaction). (5) The miRNA is rno-miR-144-3p with sequence UACAGUAUAGAUGAUGUACU. The protein sequence of the target gene is MISAPDVVAFTKEDEYEEEPYNEPALPEEYSVPLFPYASQGANPWSKLSGAKFSRDFILISEFSEQVGPQPLLTIPNDTKVFGTFDLNYFSLRIMSVDYQASFVGHPPGSAYPKLNFVEDSKVVLGDSKEGAFAYVHHLTLYDLEARGFVRPFCMAYISADQHKIMQQFQELSAEFSKASECLKMGNRKAFAGELEKKLKDLDYTRTVLHTETEIQKKANDKGFYSSQAIEKANELANVEKSIIEHQDLLRQIRSYPRQKTKIPDLQPGDTEHTQDQADQVSTTSNPEESANADLYTCRP.... Result: 0 (no interaction). (6) The miRNA is hsa-miR-20a-5p with sequence UAAAGUGCUUAUAGUGCAGGUAG. The protein sequence of the target gene is MWNSGFESYGSSSYGGAGGYTQSPGGFGSPAPSQAEKKSRARAQHIVPCTISQLLSATLVDEVFRIGNVEISQVTIVGIIRHAEKAPTNIVYKIDDMTAAPMDVRQWVDTDDTSSENTVVPPETYVKVAGHLRSFQNKKSLVAFKIMPLEDMNEFTTHILEVINAHMVLSKANSQPSAGRAPISNPGMSEAGNFGGNSFMPANGLTVAQNQVLNLIKACPRPEGLNFQDLKNQLKHMSVSSIKQAVDFLSNEGHIYSTVDDDHFKSTDAE. Result: 1 (interaction). (7) The miRNA is hsa-miR-660-5p with sequence UACCCAUUGCAUAUCGGAGUUG. The protein sequence of the target gene is MAKLETLPVRADPGRDPLLAFAPRPSELGPPDPRLAMGSVGSGVAHAQEFAMKSVGTRTGGGGSQGSFPGPRGSGSGASRERPGRYPSEDKGLANSLYLNGELRGSDHTDVCGNVVGSSGGSSSSGGSDKAPPQYREPSHPPKLLATSGKLDQCSEPLVRPSAFKPVVPKNFHSMQNLCPPQTNGTPEGRQGPGGLKGGLDKSRTMTPAGGSGSGLSDSGRNSLTSLPTYSSSYSQHLAPLSASTSHINRIGTASYGSGSGGSSGGGSGYQDLGTSDSGRASSKSGSSSSMGRPGHLGSG.... Result: 0 (no interaction). (8) The miRNA is mmu-miR-3473b with sequence GGGCUGGAGAGAUGGCUCAG. The protein sequence of the target gene is MGCGTSKVLPEPPKDVQLDLVKKVEPFSGTKSDVYKHFITEVDSVGPVKAGFPAASQYAHPCPGPPTAGHTEPPSEPPRRARVAKYRAKFDPRVTAKYDIKALIGRGSFSRVVRVEHRATRQPYAIKMIETKYREGREVCESELRVLRRVRHANIIQLVEVFETQERVYMVMELATGGELFDRIIAKGSFTERDATRVLQMVLDGVRYLHALGITHRDLKPENLLYYHPGTDSKIIITDFGLASARKKGDDCLMKTTCGTPEYIAPEVLVRKPYTNSVDMWALGVIAYILLSGTMPFEDD.... Result: 0 (no interaction). (9) The miRNA is hsa-miR-3121-3p with sequence UAAAUAGAGUAGGCAAAGGACA. The protein sequence of the target gene is MTSFEDADTEETVTCLQMTVYHPGQLQCGIFQSISFNREKLPSSEVVKFGRNSNICHYTFQDKQVSRVQFSLQLFKKFNSSVLSFEIKNMSKKTNLIVDSRELGYLNKMDLPYRCMVRFGEYQFLMEKEDGESLEFFETQFILSPRSLLQENNWPPHRPIPEYGTYSLCSSQSSSPTEMDENES. Result: 0 (no interaction). (10) The miRNA is mmu-miR-1949 with sequence CUAUACCAGGAUGUCAGCAUAGUU. The protein sequence of the target gene is MTLTERLREKISRAFYNHGLLCASYPIPIILFTGFCILACCYPLLKLPLPGTGPVEFTTPVKDYSPPPVDSDRKQGEPTEQPEWYVGAPVAYVQQIFVKSSVFPWHKNLLAVDVFRSPLSRAFQLVEEIRNHVLRDSSGIRSLEELCLQVTDLLPGLRKLRNLLPEHGCLLLSPGNFWQNDWERFHADPDIIGTIHQHEPKTLQTSATLKDLLFGVPGKYSGVSLYTRKRMVSYTITLVFQHYHAKFLGSLRARLMLLHPSPNCSLRAESLVHVHFKEEIGVAELIPLVTTYIILFAYIY.... Result: 0 (no interaction).